Dataset: NCI-60 drug combinations with 297,098 pairs across 59 cell lines. Task: Regression. Given two drug SMILES strings and cell line genomic features, predict the synergy score measuring deviation from expected non-interaction effect. (1) Drug 1: C1CCC(C1)C(CC#N)N2C=C(C=N2)C3=C4C=CNC4=NC=N3. Drug 2: CC1=CC=C(C=C1)C2=CC(=NN2C3=CC=C(C=C3)S(=O)(=O)N)C(F)(F)F. Cell line: SNB-75. Synergy scores: CSS=-5.30, Synergy_ZIP=1.66, Synergy_Bliss=-0.671, Synergy_Loewe=-5.12, Synergy_HSA=-4.33. (2) Synergy scores: CSS=11.4, Synergy_ZIP=-0.517, Synergy_Bliss=7.50, Synergy_Loewe=-21.0, Synergy_HSA=1.86. Cell line: EKVX. Drug 2: CCC1=C2CN3C(=CC4=C(C3=O)COC(=O)C4(CC)O)C2=NC5=C1C=C(C=C5)O. Drug 1: C1=CC(=CC=C1C#N)C(C2=CC=C(C=C2)C#N)N3C=NC=N3. (3) Drug 1: CCC1=CC2CC(C3=C(CN(C2)C1)C4=CC=CC=C4N3)(C5=C(C=C6C(=C5)C78CCN9C7C(C=CC9)(C(C(C8N6C)(C(=O)OC)O)OC(=O)C)CC)OC)C(=O)OC.C(C(C(=O)O)O)(C(=O)O)O. Drug 2: CNC(=O)C1=NC=CC(=C1)OC2=CC=C(C=C2)NC(=O)NC3=CC(=C(C=C3)Cl)C(F)(F)F. Cell line: SK-MEL-5. Synergy scores: CSS=63.2, Synergy_ZIP=2.62, Synergy_Bliss=4.26, Synergy_Loewe=-2.93, Synergy_HSA=5.88.